Predict the reaction yield, written as a fraction of the theoretical maximum amount of product (1.0 means a 100% yield; for example, 0.34 means a 34% yield). From a dataset of Reaction yield outcomes from USPTO patents with 853,638 reactions. (1) The product is [CH3:24][C:23]1[CH:22]=[C:21]([CH3:25])[NH:20][C:19](=[O:26])[C:18]=1[CH2:17][NH:16][C:14]([C:4]1[C:5]2[CH:10]=[N:9][N:8]([CH:11]([CH3:13])[CH3:12])[C:6]=2[N:7]=[C:2]([C:37]2[CH:36]=[CH:35][C:34]([N:31]3[CH2:32][CH2:33][N:28]([CH3:27])[CH2:29][CH2:30]3)=[CH:39][CH:38]=2)[CH:3]=1)=[O:15]. The reactants are Br[C:2]1[CH:3]=[C:4]([C:14]([NH:16][CH2:17][C:18]2[C:19](=[O:26])[NH:20][C:21]([CH3:25])=[CH:22][C:23]=2[CH3:24])=[O:15])[C:5]2[CH:10]=[N:9][N:8]([CH:11]([CH3:13])[CH3:12])[C:6]=2[N:7]=1.[CH3:27][N:28]1[CH2:33][CH2:32][N:31]([C:34]2[CH:39]=[CH:38][C:37](B3OC(C)(C)C(C)(C)O3)=[CH:36][CH:35]=2)[CH2:30][CH2:29]1.C([O-])([O-])=O.[Na+].[Na+].CCOC(C)=O. The catalyst is O1CCOCC1.O.C1C=CC([P]([Pd]([P](C2C=CC=CC=2)(C2C=CC=CC=2)C2C=CC=CC=2)([P](C2C=CC=CC=2)(C2C=CC=CC=2)C2C=CC=CC=2)[P](C2C=CC=CC=2)(C2C=CC=CC=2)C2C=CC=CC=2)(C2C=CC=CC=2)C2C=CC=CC=2)=CC=1. The yield is 0.570. (2) The reactants are [CH3:1][C:2]1[CH:21]=[CH:20][C:19]([C@H:22]2[C@H:27]([OH:28])[C@@H:26]([OH:29])[C@H:25]([OH:30])[C@@H:24]([S:31][CH3:32])[O:23]2)=[CH:18][C:3]=1[CH2:4][C:5]1[CH:17]=[CH:16][C:8]([O:9][CH2:10][CH2:11][CH2:12][C:13](O)=[O:14])=[CH:7][CH:6]=1.[NH2:33][C:34]1([C:39]([NH2:41])=[O:40])[CH2:38][CH2:37][CH2:36][CH2:35]1.CN(C(ON1N=NC2C=CC=NC1=2)=[N+](C)C)C.F[P-](F)(F)(F)(F)F.CCN(C(C)C)C(C)C. The catalyst is CN(C=O)C.CCOC(C)=O. The product is [CH3:1][C:2]1[CH:21]=[CH:20][C:19]([C@H:22]2[C@H:27]([OH:28])[C@@H:26]([OH:29])[C@H:25]([OH:30])[C@@H:24]([S:31][CH3:32])[O:23]2)=[CH:18][C:3]=1[CH2:4][C:5]1[CH:6]=[CH:7][C:8]([O:9][CH2:10][CH2:11][CH2:12][C:13]([NH:33][C:34]2([C:39]([NH2:41])=[O:40])[CH2:38][CH2:37][CH2:36][CH2:35]2)=[O:14])=[CH:16][CH:17]=1. The yield is 0.610. (3) The reactants are [N:1]([C:4]1[CH:5]=[CH:6][C:7]([CH3:10])=[N:8][CH:9]=1)=[C:2]=[O:3].C([O-])(O)=O.[Na+].[NH2:16][C:17]1[CH:18]=[C:19]([CH:35]=[CH:36][CH:37]=1)[CH2:20][CH2:21][N:22]1[CH2:27][CH2:26][N:25]([C:28]([O:30][C:31]([CH3:34])([CH3:33])[CH3:32])=[O:29])[CH2:24][CH2:23]1. The catalyst is CCOC(C)=O. The product is [CH3:10][C:7]1[N:8]=[CH:9][C:4]([NH:1][C:2](=[O:3])[NH:16][C:17]2[CH:18]=[C:19]([CH:35]=[CH:36][CH:37]=2)[CH2:20][CH2:21][N:22]2[CH2:23][CH2:24][N:25]([C:28]([O:30][C:31]([CH3:33])([CH3:34])[CH3:32])=[O:29])[CH2:26][CH2:27]2)=[CH:5][CH:6]=1. The yield is 0.630.